This data is from NCI-60 drug combinations with 297,098 pairs across 59 cell lines. The task is: Regression. Given two drug SMILES strings and cell line genomic features, predict the synergy score measuring deviation from expected non-interaction effect. (1) Drug 1: C1=NC2=C(N1)C(=S)N=C(N2)N. Drug 2: C(=O)(N)NO. Cell line: 786-0. Synergy scores: CSS=36.6, Synergy_ZIP=-5.40, Synergy_Bliss=-6.12, Synergy_Loewe=-42.4, Synergy_HSA=-5.33. (2) Drug 1: CC1=C(N=C(N=C1N)C(CC(=O)N)NCC(C(=O)N)N)C(=O)NC(C(C2=CN=CN2)OC3C(C(C(C(O3)CO)O)O)OC4C(C(C(C(O4)CO)O)OC(=O)N)O)C(=O)NC(C)C(C(C)C(=O)NC(C(C)O)C(=O)NCCC5=NC(=CS5)C6=NC(=CS6)C(=O)NCCC[S+](C)C)O. Drug 2: C1CCC(C(C1)N)N.C(=O)(C(=O)[O-])[O-].[Pt+4]. Cell line: NCI-H522. Synergy scores: CSS=37.8, Synergy_ZIP=3.93, Synergy_Bliss=3.49, Synergy_Loewe=9.57, Synergy_HSA=10.8. (3) Drug 1: C1C(C(OC1N2C=C(C(=O)NC2=O)F)CO)O. Drug 2: N.N.Cl[Pt+2]Cl. Cell line: CAKI-1. Synergy scores: CSS=12.3, Synergy_ZIP=-6.33, Synergy_Bliss=0.371, Synergy_Loewe=-5.86, Synergy_HSA=-5.78. (4) Drug 1: CC=C1C(=O)NC(C(=O)OC2CC(=O)NC(C(=O)NC(CSSCCC=C2)C(=O)N1)C(C)C)C(C)C. Drug 2: CC1=C(N=C(N=C1N)C(CC(=O)N)NCC(C(=O)N)N)C(=O)NC(C(C2=CN=CN2)OC3C(C(C(C(O3)CO)O)O)OC4C(C(C(C(O4)CO)O)OC(=O)N)O)C(=O)NC(C)C(C(C)C(=O)NC(C(C)O)C(=O)NCCC5=NC(=CS5)C6=NC(=CS6)C(=O)NCCC[S+](C)C)O. Cell line: HOP-62. Synergy scores: CSS=69.8, Synergy_ZIP=4.01, Synergy_Bliss=3.88, Synergy_Loewe=6.47, Synergy_HSA=9.88. (5) Drug 1: C1CN1C2=NC(=NC(=N2)N3CC3)N4CC4. Drug 2: C1=CC(=CC=C1CCC2=CNC3=C2C(=O)NC(=N3)N)C(=O)NC(CCC(=O)O)C(=O)O. Cell line: NCI/ADR-RES. Synergy scores: CSS=16.8, Synergy_ZIP=-4.73, Synergy_Bliss=-3.61, Synergy_Loewe=-17.8, Synergy_HSA=-2.26. (6) Drug 1: C1=C(C(=O)NC(=O)N1)F. Drug 2: C1CN(CCN1C(=O)CCBr)C(=O)CCBr. Cell line: NCI-H522. Synergy scores: CSS=14.8, Synergy_ZIP=-7.40, Synergy_Bliss=-6.51, Synergy_Loewe=-3.46, Synergy_HSA=-2.58.